Dataset: Reaction yield outcomes from USPTO patents with 853,638 reactions. Task: Predict the reaction yield, written as a fraction of the theoretical maximum amount of product (1.0 means a 100% yield; for example, 0.34 means a 34% yield). (1) The reactants are [C:1]([O:9]CC)(=O)[CH2:2][C:3]([O:5][CH2:6][CH3:7])=[O:4].[H-].[Na+].[H][H].[F:16][C:17]1[CH:29]=[CH:28][C:20]2[N:21](C)[C:22](=O)[O:23][C:24](=O)[C:19]=2[CH:18]=1.Cl. The catalyst is CC(N(C)C)=O. The product is [CH2:6]([O:5][C:3]([C:2]1[C:1](=[O:9])[N:21]([CH3:22])[C:20]2[C:19]([C:24]=1[OH:23])=[CH:18][C:17]([F:16])=[CH:29][CH:28]=2)=[O:4])[CH3:7]. The yield is 0.530. (2) The reactants are C(=O)([O-])[O-].[K+].[K+].Cl.[NH2:8][OH:9].[CH3:10][O:11][C:12](=[O:23])[C:13]1[CH:18]=[CH:17][CH:16]=[CH:15][C:14]=1[S:19](Cl)(=[O:21])=[O:20].S(Cl)(Cl)(=O)=O. The catalyst is O.CO.C1COCC1. The product is [CH3:10][O:11][C:12](=[O:23])[C:13]1[CH:18]=[CH:17][CH:16]=[CH:15][C:14]=1[S:19](=[O:21])(=[O:20])[NH:8][OH:9]. The yield is 0.440. (3) The reactants are [CH2:1]=[CH:2][CH2:3][CH2:4][CH2:5][CH2:6][CH2:7][CH2:8][CH2:9][CH2:10][CH2:11][CH3:12].Cl[SiH:14]([CH3:16])[CH3:15].[CH2:17]([Mg]Cl)[C:18](=[CH2:20])[CH3:19]. The product is [CH2:1]([Si:14]([CH3:16])([CH3:15])[CH2:17][C:18](=[CH2:20])[CH3:19])[CH2:2][CH2:3][CH2:4][CH2:5][CH2:6][CH2:7][CH2:8][CH2:9][CH2:10][CH2:11][CH3:12]. The yield is 0.330. The catalyst is C1COCC1. (4) The reactants are Br[C:2]1[CH:7]=[CH:6][C:5]([CH2:8][N:9]2[CH2:14][CH2:13][N:12]([C:15]([O:17][C:18]([CH3:21])([CH3:20])[CH3:19])=[O:16])[CH2:11][CH2:10]2)=[C:4]([O:22][CH3:23])[CH:3]=1.[C:24]1(B(O)O)[CH:29]=[CH:28][CH:27]=[CH:26][CH:25]=1.C(=O)([O-])[O-].[K+].[K+].O1CCOCC1. The catalyst is O.C1C=CC([P]([Pd]([P](C2C=CC=CC=2)(C2C=CC=CC=2)C2C=CC=CC=2)([P](C2C=CC=CC=2)(C2C=CC=CC=2)C2C=CC=CC=2)[P](C2C=CC=CC=2)(C2C=CC=CC=2)C2C=CC=CC=2)(C2C=CC=CC=2)C2C=CC=CC=2)=CC=1. The product is [CH3:23][O:22][C:4]1[CH:3]=[C:2]([C:24]2[CH:29]=[CH:28][CH:27]=[CH:26][CH:25]=2)[CH:7]=[CH:6][C:5]=1[CH2:8][N:9]1[CH2:14][CH2:13][N:12]([C:15]([O:17][C:18]([CH3:21])([CH3:20])[CH3:19])=[O:16])[CH2:11][CH2:10]1. The yield is 0.860. (5) The reactants are [H-].[Na+].[NH:3]1[C:11]2[C:6](=[CH:7][CH:8]=[CH:9][CH:10]=2)[C:5]([C:12]([NH2:14])=[O:13])=[CH:4]1.[CH2:15]([S:19][C:20]1[N:25]=[C:24](Cl)[CH:23]=[CH:22][N:21]=1)[CH2:16][CH2:17][CH3:18].O. The catalyst is CN(C=O)C. The product is [CH2:15]([S:19][C:20]1[N:21]=[C:22]([N:3]2[C:11]3[C:6](=[CH:7][CH:8]=[CH:9][CH:10]=3)[C:5]([C:12]([NH2:14])=[O:13])=[CH:4]2)[CH:23]=[CH:24][N:25]=1)[CH2:16][CH2:17][CH3:18]. The yield is 0.988. (6) The reactants are [O:1]([C:8]1[CH:9]=[C:10]([N:14]([CH2:22][C:23]2[CH:24]=[C:25]([CH:30]=[CH:31][CH:32]=2)[C:26](OC)=[O:27])[CH2:15][CH:16]([OH:21])[C:17]([F:20])([F:19])[F:18])[CH:11]=[CH:12][CH:13]=1)[C:2]1[CH:7]=[CH:6][CH:5]=[CH:4][CH:3]=1.ClCCl.[H-].[Al+3].[Li+].[H-].[H-].[H-].C1COCC1. The catalyst is C(OCC)(=O)C. The product is [O:1]([C:8]1[CH:9]=[C:10]([N:14]([CH2:22][C:23]2[CH:24]=[C:25]([CH2:26][OH:27])[CH:30]=[CH:31][CH:32]=2)[CH2:15][CH:16]([OH:21])[C:17]([F:18])([F:19])[F:20])[CH:11]=[CH:12][CH:13]=1)[C:2]1[CH:7]=[CH:6][CH:5]=[CH:4][CH:3]=1. The yield is 0.540. (7) The reactants are [CH2:1]([O:8][C:9](=[O:19])[C@H:10]([CH2:12][C:13]1[CH:18]=[CH:17][CH:16]=[CH:15][CH:14]=1)[NH2:11])[C:2]1[CH:7]=[CH:6][CH:5]=[CH:4][CH:3]=1.[CH2:20]1[CH2:26][S:23](=[O:25])(=[O:24])[O:22][CH2:21]1. The catalyst is O1CCOCC1. The product is [CH2:12]([C@H:10]([NH:11][CH2:21][CH2:20][CH2:26][S:23]([OH:25])(=[O:24])=[O:22])[C:9]([O:8][CH2:1][C:2]1[CH:3]=[CH:4][CH:5]=[CH:6][CH:7]=1)=[O:19])[C:13]1[CH:18]=[CH:17][CH:16]=[CH:15][CH:14]=1. The yield is 0.460. (8) The reactants are [CH3:1][O:2][C:3]1[CH:8]=[CH:7][C:6]([CH2:9][C@H:10]([CH2:15][CH3:16])[C:11]([O:13]C)=[O:12])=[CH:5][C:4]=1[C:17](=[O:36])[NH:18][CH2:19][C:20]1[CH:25]=[CH:24][C:23]([O:26][C:27]2[CH:32]=[C:31]([F:33])[C:30]([F:34])=[C:29]([F:35])[CH:28]=2)=[CH:22][CH:21]=1.[OH-].[Li+].O. The catalyst is CO. The product is [CH3:1][O:2][C:3]1[CH:8]=[CH:7][C:6]([CH2:9][C@H:10]([CH2:15][CH3:16])[C:11]([OH:13])=[O:12])=[CH:5][C:4]=1[C:17](=[O:36])[NH:18][CH2:19][C:20]1[CH:25]=[CH:24][C:23]([O:26][C:27]2[CH:28]=[C:29]([F:35])[C:30]([F:34])=[C:31]([F:33])[CH:32]=2)=[CH:22][CH:21]=1. The yield is 0.400. (9) The reactants are Cl.[NH2:2][C:3]1[CH:4]=[C:5]([CH:20]=[CH:21][CH:22]=1)[CH2:6][NH:7][S:8]([C:11]1[CH:16]=[CH:15][CH:14]=[C:13]([N+:17]([O-:19])=[O:18])[CH:12]=1)(=[O:10])=[O:9].[Cl:23][C:24]1[N:29]=[C:28](Cl)[C:27]([Cl:31])=[CH:26][N:25]=1.C(=O)([O-])[O-].[K+].[K+]. The catalyst is CN(C=O)C. The product is [Cl:23][C:24]1[N:29]=[C:28]([NH:2][C:3]2[CH:4]=[C:5]([CH:20]=[CH:21][CH:22]=2)[CH2:6][NH:7][S:8]([C:11]2[CH:16]=[CH:15][CH:14]=[C:13]([N+:17]([O-:19])=[O:18])[CH:12]=2)(=[O:9])=[O:10])[C:27]([Cl:31])=[CH:26][N:25]=1. The yield is 0.280.